Dataset: M1 muscarinic receptor antagonist screen with 61,756 compounds. Task: Binary Classification. Given a drug SMILES string, predict its activity (active/inactive) in a high-throughput screening assay against a specified biological target. (1) The molecule is O(C(=O)N1CC(CCC1)C(=O)CC#N)C(C)(C)C. The result is 0 (inactive). (2) The compound is FC1(F)c2c(c3c1cccc3)c(c(nc2C)C)C(F)(F)F. The result is 0 (inactive).